Predict the product of the given reaction. From a dataset of Forward reaction prediction with 1.9M reactions from USPTO patents (1976-2016). (1) Given the reactants ClC1C=C(Cl)N2N=CC(CC3C=CC=C(C(F)(F)F)C=3C)=C2N=1.[OH-].[Na+].Cl[C:27]1[NH:28][C:29]2[N:30]([N:34]=[CH:35][C:36]=2[CH2:37][C:38]2[CH:43]=[CH:42][CH:41]=[C:40]([C:44]([F:47])([F:46])[F:45])[C:39]=2[CH3:48])[C:31](=[O:33])[CH:32]=1.[NH:49]1[CH2:54][CH2:53][O:52][CH2:51][CH2:50]1.Cl, predict the reaction product. The product is: [CH3:48][C:39]1[C:40]([C:44]([F:47])([F:46])[F:45])=[CH:41][CH:42]=[CH:43][C:38]=1[CH2:37][C:36]1[CH:35]=[N:34][N:30]2[C:31]([OH:33])=[CH:32][C:27]([N:49]3[CH2:54][CH2:53][O:52][CH2:51][CH2:50]3)=[N:28][C:29]=12. (2) Given the reactants C([O:8][C:9](=[O:24])[CH2:10][O:11][P:12]([O:19][C:20]([CH3:23])([CH3:22])[CH3:21])([O:14][C:15]([CH3:18])([CH3:17])[CH3:16])=[O:13])C1C=CC=CC=1.[H][H], predict the reaction product. The product is: [C:20]([O:19][P:12]([O:14][C:15]([CH3:18])([CH3:17])[CH3:16])([O:11][CH2:10][C:9]([OH:24])=[O:8])=[O:13])([CH3:22])([CH3:23])[CH3:21]. (3) The product is: [CH3:3][N:2]([CH2:4][C:5]1[CH:10]=[C:9]([C:11]2[CH:16]=[CH:15][C:14]([C:17]([F:18])([F:20])[F:19])=[CH:13][CH:12]=2)[C:8]([C:21]([OH:23])=[O:22])=[CH:7][CH:6]=1)[CH3:1]. Given the reactants [CH3:1][N:2]([CH2:4][C:5]1[CH:10]=[C:9]([C:11]2[CH:16]=[CH:15][C:14]([C:17]([F:20])([F:19])[F:18])=[CH:13][CH:12]=2)[C:8]([C:21]([O:23]C)=[O:22])=[CH:7][CH:6]=1)[CH3:3].[OH-].[Na+], predict the reaction product. (4) Given the reactants [Cl:1][C:2]1[CH:7]=[CH:6][C:5](/[CH:8]=[CH:9]/[C:10]([OH:12])=O)=[C:4]([CH2:13][N:14]2[N:18]=[N:17][C:16]([CH3:19])=[N:15]2)[CH:3]=1.[CH3:20][C:21]1[N:25]([CH:26]2[CH2:31][CH2:30][NH:29][CH2:28][CH2:27]2)[N:24]=[CH:23][N:22]=1.CCN(C(C)C)C(C)C.C(P1(=O)OP(CCC)(=O)OP(CCC)(=O)O1)CC, predict the reaction product. The product is: [Cl:1][C:2]1[CH:7]=[CH:6][C:5](/[CH:8]=[CH:9]/[C:10]([N:29]2[CH2:28][CH2:27][CH:26]([N:25]3[C:21]([CH3:20])=[N:22][CH:23]=[N:24]3)[CH2:31][CH2:30]2)=[O:12])=[C:4]([CH2:13][N:14]2[N:18]=[N:17][C:16]([CH3:19])=[N:15]2)[CH:3]=1. (5) Given the reactants C([S:4][CH:5]([CH3:13])[CH:6]([CH3:12])[C:7]([O:9][CH2:10][CH3:11])=[O:8])(=O)C.[O-]CC.[Na+].C(O)(=O)C, predict the reaction product. The product is: [SH:4][CH:5]([CH3:13])[CH:6]([CH3:12])[C:7]([O:9][CH2:10][CH3:11])=[O:8].